From a dataset of Retrosynthesis with 50K atom-mapped reactions and 10 reaction types from USPTO. Predict the reactants needed to synthesize the given product. (1) Given the product COc1ccc(N)c(CO)c1, predict the reactants needed to synthesize it. The reactants are: COc1ccc(N)c(C(=O)O)c1. (2) Given the product COc1ccc(CNc2nc(-n3ccnc3)nc3scc(C)c23)cc1OC, predict the reactants needed to synthesize it. The reactants are: COc1ccc(CNc2nc(Cl)nc3scc(C)c23)cc1OC.c1c[nH]cn1.